Dataset: Forward reaction prediction with 1.9M reactions from USPTO patents (1976-2016). Task: Predict the product of the given reaction. (1) Given the reactants CC1(C)N([O])C(C)(C)CCC1.CC(O[Na])=[O:14].[F:17][C:18]([F:38])([CH:21]([F:37])[O:22][C:23]([F:36])([F:35])[C:24]([F:34])([F:33])[C:25]([F:32])([F:31])[O:26][C:27]([F:30])([F:29])[F:28])[CH2:19][OH:20], predict the reaction product. The product is: [F:17][C:18]([F:38])([CH:21]([F:37])[O:22][C:23]([F:36])([F:35])[C:24]([F:33])([F:34])[C:25]([F:31])([F:32])[O:26][C:27]([F:28])([F:29])[F:30])[C:19]([OH:14])=[O:20]. (2) The product is: [CH3:1][C:2]1[CH:9]=[CH:8][C:5]([C:6]([NH2:7])=[O:38])=[CH:4][C:3]=1[C:10]#[C:11][C:12]1[N:16]2[N:17]=[C:18]([C:21]3[CH:26]=[CH:25][C:24]([C:27]([N:29]4[CH2:34][CH2:33][N:32]([CH3:35])[CH2:31][CH2:30]4)=[O:28])=[CH:23][CH:22]=3)[CH:19]=[CH:20][C:15]2=[N:14][CH:13]=1. Given the reactants [CH3:1][C:2]1[CH:9]=[CH:8][C:5]([C:6]#[N:7])=[CH:4][C:3]=1[C:10]#[C:11][C:12]1[N:16]2[N:17]=[C:18]([C:21]3[CH:26]=[CH:25][C:24]([C:27]([N:29]4[CH2:34][CH2:33][N:32]([CH3:35])[CH2:31][CH2:30]4)=[O:28])=[CH:23][CH:22]=3)[CH:19]=[CH:20][C:15]2=[N:14][CH:13]=1.CC[OH:38].OO.[OH-].[Na+], predict the reaction product. (3) The product is: [O:15]1[CH2:16][CH2:17][N:18]([C@@H:21]2[CH2:22][CH2:23][C@H:24]([NH:27][C:29]3[CH:34]=[CH:33][C:32]([S:35]([NH2:38])(=[O:37])=[O:36])=[CH:31][C:30]=3[N+:39]([O-:41])=[O:40])[CH2:25][CH2:26]2)[CH2:19][CH2:20]1. Given the reactants FC(F)(F)C(O)=O.FC(F)(F)C(O)=O.[O:15]1[CH2:20][CH2:19][N:18]([C@@H:21]2[CH2:26][CH2:25][C@H:24]([NH2:27])[CH2:23][CH2:22]2)[CH2:17][CH2:16]1.F[C:29]1[CH:34]=[CH:33][C:32]([S:35]([NH2:38])(=[O:37])=[O:36])=[CH:31][C:30]=1[N+:39]([O-:41])=[O:40].C(N(CC)CC)C, predict the reaction product. (4) The product is: [Cl:10][C:11]1[CH:12]=[C:13]([C:23]2[N:24]=[C:25]([CH3:44])[C:26]3[CH2:31][CH2:30][N:29]([C:32]4[CH:33]=[CH:34][C:35]([CH2:38][C:39]([O:41][CH2:42][CH3:43])=[O:40])=[CH:36][CH:37]=4)[C:27]=3[N:28]=2)[CH:14]=[CH:15][C:16]=1[O:17][CH3:18]. Given the reactants ClCCl.C([O-])([O-])=O.[Cs+].[Cs+].[Cl:10][C:11]1[CH:12]=[C:13](B(O)O)[CH:14]=[CH:15][C:16]=1[O:17][CH3:18].Cl[C:23]1[N:24]=[C:25]([CH3:44])[C:26]2[CH2:31][CH2:30][N:29]([C:32]3[CH:37]=[CH:36][C:35]([CH2:38][C:39]([O:41][CH2:42][CH3:43])=[O:40])=[CH:34][CH:33]=3)[C:27]=2[N:28]=1, predict the reaction product. (5) Given the reactants Br[C:2]1[CH:7]=[CH:6][C:5]([O:8][CH2:9][CH:10]2[CH2:14][CH2:13][CH2:12][N:11]2[C:15]([O:17][C:18]([CH3:21])([CH3:20])[CH3:19])=[O:16])=[C:4]([F:22])[CH:3]=1.CCN(CC)CC.C1(P(C2C=CC=CC=2)CCCP(C2C=CC=CC=2)C2C=CC=CC=2)C=CC=CC=1, predict the reaction product. The product is: [C:18]([O:17][C:15]([N:11]1[CH2:12][CH2:13][CH2:14][CH:10]1[CH2:9][O:8][C:5]1[CH:6]=[CH:7][C:2]([C:15]([O:17][CH3:18])=[O:16])=[CH:3][C:4]=1[F:22])=[O:16])([CH3:21])([CH3:20])[CH3:19]. (6) Given the reactants [CH3:1][O:2][C:3]([C@H:5]1[CH2:9][O:8]C(C)(C)[O:6]1)=[O:4].Cl.O1CCOCC1.N1C=CN=C1.[C:24]([Si:28](Cl)([CH3:30])[CH3:29])([CH3:27])([CH3:26])[CH3:25], predict the reaction product. The product is: [CH3:1][O:2][C:3](=[O:4])[C@H:5]([OH:6])[CH2:9][O:8][Si:28]([C:24]([CH3:27])([CH3:26])[CH3:25])([CH3:30])[CH3:29]. (7) Given the reactants [CH:1]1([N:6]2[C:15]3[N:14]=[C:13]([N:16]4[CH:20]=[C:19]([C:21]([OH:23])=O)[CH:18]=[N:17]4)[N:12]=[CH:11][C:10]=3[N:9]([CH3:24])[C:8](=[O:25])[C@H:7]2[CH2:26][CH3:27])[CH2:5][CH2:4][CH2:3][CH2:2]1.C[CH2:29][N:30]=[C:31]=NCCCN(C)C.Cl.CNC.C1C=NC2N(O)N=NC=2C=1.C(N(CC)CC)C, predict the reaction product. The product is: [CH:1]1([N:6]2[C:15]3[N:14]=[C:13]([N:16]4[CH:20]=[C:19]([C:21]([N:30]([CH3:31])[CH3:29])=[O:23])[CH:18]=[N:17]4)[N:12]=[CH:11][C:10]=3[N:9]([CH3:24])[C:8](=[O:25])[C@H:7]2[CH2:26][CH3:27])[CH2:2][CH2:3][CH2:4][CH2:5]1. (8) Given the reactants [NH2:1][C:2]1[N:7]=[C:6](S(C)=O)[C:5]([C:11]2[CH:12]=[CH:13][C:14](=[O:20])[N:15]([CH:17]([CH3:19])[CH3:18])[N:16]=2)=[C:4]([C:21]2[CH:26]=[CH:25][C:24]([S:27]([CH3:30])(=[O:29])=[O:28])=[CH:23][CH:22]=2)[N:3]=1.[CH3:31][O-:32].[Na+], predict the reaction product. The product is: [NH2:1][C:2]1[N:7]=[C:6]([O:32][CH3:31])[C:5]([C:11]2[CH:12]=[CH:13][C:14](=[O:20])[N:15]([CH:17]([CH3:19])[CH3:18])[N:16]=2)=[C:4]([C:21]2[CH:26]=[CH:25][C:24]([S:27]([CH3:30])(=[O:29])=[O:28])=[CH:23][CH:22]=2)[N:3]=1. (9) Given the reactants [CH3:1][NH2:2].Cl.[OH-].[K+].[CH3:6][O:7][C:8]1[CH:16]=[C:15]2[C:11]([CH:12]=[CH:13][NH:14]2)=[C:10]([CH:17]([C:21]2[CH:26]=[CH:25][CH:24]=[CH:23][CH:22]=2)[CH2:18][CH:19]=O)[CH:9]=1, predict the reaction product. The product is: [CH3:6][O:7][C:8]1[CH:16]=[C:15]2[C:11]([CH:12]=[CH:13][NH:14]2)=[C:10]([CH:17]([C:21]2[CH:26]=[CH:25][CH:24]=[CH:23][CH:22]=2)[CH2:18][CH2:19][NH:2][CH3:1])[CH:9]=1. (10) Given the reactants [C:1]([NH:4][C:5]1[N:10]=[C:9]([C:11]2[CH:12]=[CH:13][C:14]([Cl:33])=[C:15]([CH:32]=2)[C:16]([NH:18][C:19]2[N:23]([C:24]3[CH:29]=[CH:28][CH:27]=[CH:26][CH:25]=3)[N:22]=[C:21]([C:30]#[N:31])[CH:20]=2)=[O:17])[CH:8]=[CH:7][CH:6]=1)(=[O:3])[CH3:2].C(=O)([O-])[O-:35].[K+].[K+].OO.Cl, predict the reaction product. The product is: [C:1]([NH:4][C:5]1[N:10]=[C:9]([C:11]2[CH:12]=[CH:13][C:14]([Cl:33])=[C:15]([CH:32]=2)[C:16]([NH:18][C:19]2[N:23]([C:24]3[CH:25]=[CH:26][CH:27]=[CH:28][CH:29]=3)[N:22]=[C:21]([C:30]([NH2:31])=[O:35])[CH:20]=2)=[O:17])[CH:8]=[CH:7][CH:6]=1)(=[O:3])[CH3:2].